Dataset: Forward reaction prediction with 1.9M reactions from USPTO patents (1976-2016). Task: Predict the product of the given reaction. (1) Given the reactants C([O:8][C:9]1[CH:10]=[C:11]2[C:15](=[CH:16][CH:17]=1)/[C:14](=[CH:18]/[C:19]([O:21][CH2:22][CH3:23])=[O:20])/[CH2:13][CH2:12]2)C1C=CC=CC=1, predict the reaction product. The product is: [CH2:22]([O:21][C:19](=[O:20])[CH2:18][CH:14]1[C:15]2[C:11](=[CH:10][C:9]([OH:8])=[CH:17][CH:16]=2)[CH2:12][CH2:13]1)[CH3:23]. (2) The product is: [Cl:1][C:2]1[CH:36]=[CH:35][C:34]([CH2:37][CH2:38][O:39][CH3:40])=[CH:33][C:3]=1[CH2:4][N:5]([CH:30]1[CH2:31][CH2:32]1)[C:6]([C@@H:8]1[C@:13]([C:15]2[CH:20]=[CH:19][C:18]([F:21])=[C:17]([F:22])[CH:16]=2)([O:14][CH3:43])[CH2:12][CH2:11][N:10]([C:23]([O:25][C:26]([CH3:27])([CH3:28])[CH3:29])=[O:24])[CH2:9]1)=[O:7]. Given the reactants [Cl:1][C:2]1[CH:36]=[CH:35][C:34]([CH2:37][CH2:38][O:39][CH3:40])=[CH:33][C:3]=1[CH2:4][N:5]([CH:30]1[CH2:32][CH2:31]1)[C:6]([C@@H:8]1[C@:13]([C:15]2[CH:20]=[CH:19][C:18]([F:21])=[C:17]([F:22])[CH:16]=2)([OH:14])[CH2:12][CH2:11][N:10]([C:23]([O:25][C:26]([CH3:29])([CH3:28])[CH3:27])=[O:24])[CH2:9]1)=[O:7].[H-].[Na+].[CH3:43]I, predict the reaction product.